This data is from Catalyst prediction with 721,799 reactions and 888 catalyst types from USPTO. The task is: Predict which catalyst facilitates the given reaction. (1) Reactant: [CH:1]1([C:7]2[CH:11]=[C:10]([C:12]3[CH:17]=[CH:16][C:15]([O:18][C:19]([F:22])([F:21])[F:20])=[CH:14][CH:13]=3)[N:9]([CH2:23][C:24]3[CH:32]=[CH:31][C:27]([C:28](O)=[O:29])=[CH:26][CH:25]=3)[N:8]=2)[CH2:6][CH2:5][CH2:4][CH2:3][CH2:2]1.C1C=CC2N(O)N=NC=2C=1.Cl.[NH2:44][CH2:45][C@@H:46]([OH:51])[C:47]([O:49][CH3:50])=[O:48].CCN(C(C)C)C(C)C. Product: [CH:1]1([C:7]2[CH:11]=[C:10]([C:12]3[CH:13]=[CH:14][C:15]([O:18][C:19]([F:21])([F:20])[F:22])=[CH:16][CH:17]=3)[N:9]([CH2:23][C:24]3[CH:32]=[CH:31][C:27]([C:28]([NH:44][CH2:45][C@@H:46]([OH:51])[C:47]([O:49][CH3:50])=[O:48])=[O:29])=[CH:26][CH:25]=3)[N:8]=2)[CH2:6][CH2:5][CH2:4][CH2:3][CH2:2]1. The catalyst class is: 607. (2) Reactant: [NH2:1][C:2]1[C:3]([N:23]2[CH2:28][CH2:27][N:26]([C:29]3[CH:34]=[CH:33][CH:32]=[CH:31][C:30]=3[CH3:35])[CH2:25][CH2:24]2)=[CH:4][C:5]([N:20]([CH3:22])[CH3:21])=[C:6]([CH:19]=1)[C:7]([NH:9][CH2:10][CH2:11][CH2:12][N:13]1[CH2:17][CH2:16][CH2:15][C:14]1=[O:18])=[O:8].C(N(CC)C(C)C)(C)C.[O:45]1[CH:49]=[CH:48][CH:47]=[C:46]1[C:50](Cl)=[O:51]. Product: [CH3:21][N:20]([CH3:22])[C:5]1[C:6]([C:7](=[O:8])[NH:9][CH2:10][CH2:11][CH2:12][N:13]2[CH2:17][CH2:16][CH2:15][C:14]2=[O:18])=[CH:19][C:2]([NH:1][C:50]([C:46]2[O:45][CH:49]=[CH:48][CH:47]=2)=[O:51])=[C:3]([N:23]2[CH2:24][CH2:25][N:26]([C:29]3[CH:34]=[CH:33][CH:32]=[CH:31][C:30]=3[CH3:35])[CH2:27][CH2:28]2)[CH:4]=1. The catalyst class is: 46. (3) Reactant: [CH:1]1([C@@H:4]2[CH2:8][N:7]([C:9]([O:11][C:12]([CH3:15])([CH3:14])[CH3:13])=[O:10])[CH2:6][C@H:5]2[C:16](OCC)=[O:17])[CH2:3][CH2:2]1.[Li+].[BH4-]. Product: [CH:1]1([C@H:4]2[C@H:5]([CH2:16][OH:17])[CH2:6][N:7]([C:9]([O:11][C:12]([CH3:15])([CH3:14])[CH3:13])=[O:10])[CH2:8]2)[CH2:2][CH2:3]1. The catalyst class is: 1. (4) Reactant: [CH2:1]([C:3]1[S:29][C:6]2[N:7]([CH2:13][C:14]3[CH:19]=[CH:18][C:17]([C:20]4[C:21]([C:27]#[N:28])=[CH:22][CH:23]=[C:24]([CH3:26])[CH:25]=4)=[CH:16][CH:15]=3)[C:8](=[O:12])[NH:9][C:10](=[O:11])[C:5]=2[CH:4]=1)[CH3:2].Br[CH2:31][C:32]([C:34]1[CH:39]=[CH:38][C:37]([O:40][CH3:41])=[CH:36][CH:35]=1)=[O:33].CN(C)C=O.[H-].[Na+]. Product: [CH2:1]([C:3]1[S:29][C:6]2[N:7]([CH2:13][C:14]3[CH:15]=[CH:16][C:17]([C:20]4[C:21]([C:27]#[N:28])=[CH:22][CH:23]=[C:24]([CH3:26])[CH:25]=4)=[CH:18][CH:19]=3)[C:8](=[O:12])[N:9]([CH2:31][C:32]([C:34]3[CH:39]=[CH:38][C:37]([O:40][CH3:41])=[CH:36][CH:35]=3)=[O:33])[C:10](=[O:11])[C:5]=2[CH:4]=1)[CH3:2]. The catalyst class is: 13. (5) Reactant: [Cl:1][C:2]1[CH:7]=[CH:6][C:5]([S:8]([NH:11][C@@H:12]2[CH2:16][CH2:15][N:14]([C:17]3[N:22]4[N:23]=[CH:24][CH:25]=[C:21]4[N:20]=[C:19]([CH3:26])[C:18]=3[CH:27]([CH2:33][CH2:34][CH3:35])[C:28]([O:30]CC)=[O:29])[CH2:13]2)(=[O:10])=[O:9])=[CH:4][CH:3]=1.[OH-].[Na+]. Product: [Cl:1][C:2]1[CH:3]=[CH:4][C:5]([S:8]([NH:11][C@@H:12]2[CH2:16][CH2:15][N:14]([C:17]3[N:22]4[N:23]=[CH:24][CH:25]=[C:21]4[N:20]=[C:19]([CH3:26])[C:18]=3[CH:27]([CH2:33][CH2:34][CH3:35])[C:28]([OH:30])=[O:29])[CH2:13]2)(=[O:9])=[O:10])=[CH:6][CH:7]=1. The catalyst class is: 8. (6) Reactant: C(Cl)(=O)C(Cl)=O.CS(C)=O.[CH2:11]([O:18][C:19]([NH:21][CH:22]([CH2:38][CH:39]([CH3:41])[CH3:40])[CH2:23][N:24]1[CH2:28][CH:27]([OH:29])[CH:26]([S:30][CH2:31][C:32]2[CH:37]=[CH:36][CH:35]=[CH:34][CH:33]=2)[CH2:25]1)=[O:20])[C:12]1[CH:17]=[CH:16][CH:15]=[CH:14][CH:13]=1.C(N(CC)CC)C. Product: [CH2:11]([O:18][C:19]([NH:21][CH:22]([CH2:38][CH:39]([CH3:41])[CH3:40])[CH2:23][N:24]1[CH2:28][C:27](=[O:29])[CH:26]([S:30][CH2:31][C:32]2[CH:37]=[CH:36][CH:35]=[CH:34][CH:33]=2)[CH2:25]1)=[O:20])[C:12]1[CH:17]=[CH:16][CH:15]=[CH:14][CH:13]=1. The catalyst class is: 46. (7) Reactant: [O:1]1[C:6]2[CH:7]=[CH:8][C:9]([S:11][C:12]3[CH:17]=[CH:16][C:15](/[CH:18]=[CH:19]/[C:20]([N:22]4[CH2:27][CH2:26][CH:25]([C:28]([O:30]CC)=[O:29])[CH2:24][CH2:23]4)=[O:21])=[CH:14][C:13]=3[C:33]([F:36])([F:35])[F:34])=[CH:10][C:5]=2[O:4][CH2:3][CH2:2]1.[OH-].[Na+].CCO. Product: [O:1]1[C:6]2[CH:7]=[CH:8][C:9]([S:11][C:12]3[CH:17]=[CH:16][C:15](/[CH:18]=[CH:19]/[C:20]([N:22]4[CH2:23][CH2:24][CH:25]([C:28]([OH:30])=[O:29])[CH2:26][CH2:27]4)=[O:21])=[CH:14][C:13]=3[C:33]([F:35])([F:34])[F:36])=[CH:10][C:5]=2[O:4][CH2:3][CH2:2]1. The catalyst class is: 6. (8) Reactant: [ClH:1].C(OC([N:9]1[CH2:14][CH2:13][CH2:12][CH2:11][C@H:10]1[CH2:15][OH:16])=O)(C)(C)C. Product: [ClH:1].[NH:9]1[CH2:14][CH2:13][CH2:12][CH2:11][C@H:10]1[CH2:15][OH:16]. The catalyst class is: 12.